This data is from Forward reaction prediction with 1.9M reactions from USPTO patents (1976-2016). The task is: Predict the product of the given reaction. (1) Given the reactants [C:1]([CH:9]1[CH2:14][CH2:13][N:12]([CH2:15][C:16]([OH:18])=O)[CH2:11][CH2:10]1)(=[O:8])[C:2]1[CH:7]=[CH:6][CH:5]=[CH:4][CH:3]=1.[F:19][CH:20]([F:35])[CH2:21][NH:22][CH2:23][C:24]1[NH:25][C:26](=[O:34])[C:27]2[CH2:33][O:32][CH2:31][CH2:30][C:28]=2[N:29]=1.CC#N.O, predict the reaction product. The product is: [C:1]([CH:9]1[CH2:10][CH2:11][N:12]([CH2:15][C:16]([N:22]([CH2:21][CH:20]([F:35])[F:19])[CH2:23][C:24]2[NH:25][C:26](=[O:34])[C:27]3[CH2:33][O:32][CH2:31][CH2:30][C:28]=3[N:29]=2)=[O:18])[CH2:13][CH2:14]1)(=[O:8])[C:2]1[CH:3]=[CH:4][CH:5]=[CH:6][CH:7]=1. (2) Given the reactants [NH2:1][C:2]1[S:3][C:4]([C:11]2[CH:20]=[CH:19][C:14]3[O:15][CH2:16][CH2:17][O:18][C:13]=3[CH:12]=2)=[C:5]([CH3:10])[C:6]=1[C:7]([NH2:9])=[O:8].ClC(Cl)(Cl)[C:23]([N:25]=C=O)=[O:24].N, predict the reaction product. The product is: [NH2:25][C:23]([NH:1][C:2]1[S:3][C:4]([C:11]2[CH:20]=[CH:19][C:14]3[O:15][CH2:16][CH2:17][O:18][C:13]=3[CH:12]=2)=[C:5]([CH3:10])[C:6]=1[C:7]([NH2:9])=[O:8])=[O:24]. (3) Given the reactants [Cl:1][C:2]1[N:3]=[C:4]([N:23]2[CH2:28][CH2:27][O:26][CH2:25][CH2:24]2)[S:5][C:6]=1[C:7]1[C:8]([CH3:22])=[N:9][N:10]2[C:15]([CH:16]([CH2:19][CH3:20])[CH2:17][CH3:18])=[CH:14][C:13]([CH3:21])=[N:12][C:11]=12.Cl, predict the reaction product. The product is: [ClH:1].[Cl:1][C:2]1[N:3]=[C:4]([N:23]2[CH2:28][CH2:27][O:26][CH2:25][CH2:24]2)[S:5][C:6]=1[C:7]1[C:8]([CH3:22])=[N:9][N:10]2[C:15]([CH:16]([CH2:17][CH3:18])[CH2:19][CH3:20])=[CH:14][C:13]([CH3:21])=[N:12][C:11]=12. (4) The product is: [Br:27][C:20]1[CH:21]=[CH:22][CH:23]=[C:24]2[C:19]=1[C:18](=[O:17])[N:4]([CH2:3][C:2]([F:1])([F:15])[C:5]1[CH:14]=[CH:13][C:12]3[C:7](=[CH:8][CH:9]=[CH:10][CH:11]=3)[N:6]=1)[CH2:25]2. Given the reactants [F:1][C:2]([F:15])([C:5]1[CH:14]=[CH:13][C:12]2[C:7](=[CH:8][CH:9]=[CH:10][CH:11]=2)[N:6]=1)[CH2:3][NH2:4].C[O:17][C:18](=O)[C:19]1[C:24]([CH2:25]Br)=[CH:23][CH:22]=[CH:21][C:20]=1[Br:27], predict the reaction product.